This data is from Reaction yield outcomes from USPTO patents with 853,638 reactions. The task is: Predict the reaction yield, written as a fraction of the theoretical maximum amount of product (1.0 means a 100% yield; for example, 0.34 means a 34% yield). (1) The reactants are [Si:1]([O:8][CH2:9][CH2:10][CH2:11][CH2:12][CH2:13][CH2:14][NH:15][CH:16]1[CH2:21][CH2:20][CH2:19][CH2:18][CH2:17]1)([C:4]([CH3:7])([CH3:6])[CH3:5])([CH3:3])[CH3:2].C(N(CC)CC)C.[C:29](Cl)(=[O:36])[C:30]1[CH:35]=[CH:34][CH:33]=[CH:32][CH:31]=1. The catalyst is C(Cl)Cl.C(OCC)(=O)C. The product is [Si:1]([O:8][CH2:9][CH2:10][CH2:11][CH2:12][CH2:13][CH2:14][N:15]([CH:16]1[CH2:17][CH2:18][CH2:19][CH2:20][CH2:21]1)[C:29](=[O:36])[C:30]1[CH:35]=[CH:34][CH:33]=[CH:32][CH:31]=1)([C:4]([CH3:7])([CH3:6])[CH3:5])([CH3:3])[CH3:2]. The yield is 0.880. (2) The reactants are [CH2:1]([O:8][C:9]1[CH:18]=[C:17]2[C:12]([C:13](O)=[CH:14][CH:15]=[N:16]2)=[CH:11][C:10]=1[O:20][CH3:21])[C:2]1[CH:7]=[CH:6][CH:5]=[CH:4][CH:3]=1.[Na].C(=O)([O-])[O-].C(=O)(O)[O-].[Na+].P(Cl)(Cl)([Cl:34])=O. No catalyst specified. The product is [CH2:1]([O:8][C:9]1[CH:18]=[C:17]2[C:12]([C:13]([Cl:34])=[CH:14][CH:15]=[N:16]2)=[CH:11][C:10]=1[O:20][CH3:21])[C:2]1[CH:7]=[CH:6][CH:5]=[CH:4][CH:3]=1. The yield is 0.950. (3) The reactants are [Br:1][C:2]1[C:10](O)=[CH:9]C(C(O)=O)=[CH:4][C:3]=1[OH:12].[CH2:13](I)[CH3:14].[C:16]([O-:19])([O-])=O.[K+].[K+].[CH3:22][CH2:23][O:24][C:25]([CH3:27])=[O:26].[CH3:28]N(C=O)C. No catalyst specified. The product is [Br:1][C:2]1[C:3]([O:12][CH2:13][CH3:14])=[CH:4][C:27]([C:25]([O:24][CH2:23][CH3:22])=[O:26])=[CH:9][C:10]=1[O:19][CH2:16][CH3:28]. The yield is 0.930. (4) The reactants are [CH3:1][N:2]1[CH:6]=[CH:5][C:4]([NH:7][C:8]([C:10]2[CH:21]=[C:20]([O:22][C:23]3[CH:28]=[CH:27][C:26]([S:29]([CH3:32])(=[O:31])=[O:30])=[CH:25][CH:24]=3)[C:13]3[CH2:14][C:15]([CH2:18]O)([CH3:17])[O:16][C:12]=3[CH:11]=2)=[O:9])=[N:3]1.N1C(C)=CC(C)=CC=1C.[F:42]C(F)(F)S(OS(C(F)(F)F)(=O)=O)(=O)=O. The catalyst is C(Cl)Cl. The product is [CH3:1][N:2]1[CH:6]=[CH:5][C:4]([NH:7][C:8]([C:10]2[CH:21]=[C:20]([O:22][C:23]3[CH:28]=[CH:27][C:26]([S:29]([CH3:32])(=[O:31])=[O:30])=[CH:25][CH:24]=3)[C:13]3[CH2:14][C:15]([CH2:18][F:42])([CH3:17])[O:16][C:12]=3[CH:11]=2)=[O:9])=[N:3]1. The yield is 0.280.